From a dataset of Catalyst prediction with 721,799 reactions and 888 catalyst types from USPTO. Predict which catalyst facilitates the given reaction. (1) Reactant: CN([CH2:4][C:5]1[C:9]2[CH:10]=[CH:11][C:12]([O:14][CH3:15])=[CH:13][C:8]=2[NH:7][CH:6]=1)C.CI.[Si]([C:22]#[N:23])(C)(C)C.CCCC[N+](CCCC)(CCCC)CCCC.[F-]. Product: [CH3:15][O:14][C:12]1[CH:13]=[C:8]2[C:9]([C:5]([CH2:4][C:22]#[N:23])=[CH:6][NH:7]2)=[CH:10][CH:11]=1. The catalyst class is: 451. (2) Reactant: O([O:9][C:10](=[O:27])[C:11]([C:22](=[O:26])[CH:23]([CH3:25])[OH:24])([CH2:13][O:14][Si:15]([C:18]([CH3:21])([CH3:20])[CH3:19])([CH3:17])[CH3:16])[OH:12])[Si](C(C)(C)C)(C)C.C(=O)([O-])[O-].[K+].[K+]. Product: [O:14]([CH2:13][C:11]([C:22](=[O:26])[CH:23]([CH3:25])[OH:24])([OH:12])[C:10]([OH:27])=[O:9])[Si:15]([C:18]([CH3:21])([CH3:20])[CH3:19])([CH3:17])[CH3:16]. The catalyst class is: 200. (3) Reactant: [H-].[Na+].[F:3][C:4]([F:11])([CH3:10])[C:5]([O:7]CC)=O.[C:12](#[N:14])[CH3:13]. Product: [F:11][C:4]([F:3])([CH3:10])[C:5](=[O:7])[CH2:13][C:12]#[N:14]. The catalyst class is: 1.